Regression. Given a peptide amino acid sequence and an MHC pseudo amino acid sequence, predict their binding affinity value. This is MHC class I binding data. From a dataset of Peptide-MHC class I binding affinity with 185,985 pairs from IEDB/IMGT. (1) The peptide sequence is KIFEYGFTF. The MHC is HLA-B58:01 with pseudo-sequence HLA-B58:01. The binding affinity (normalized) is 0.488. (2) The peptide sequence is ELADKVTKL. The binding affinity (normalized) is 0.0236. The MHC is HLA-A02:06 with pseudo-sequence HLA-A02:06. (3) The peptide sequence is DTAKAFAYL. The MHC is HLA-A26:01 with pseudo-sequence HLA-A26:01. The binding affinity (normalized) is 0.517. (4) The peptide sequence is ILNRKAIDF. The MHC is HLA-A24:02 with pseudo-sequence HLA-A24:02. The binding affinity (normalized) is 0.252. (5) The peptide sequence is ETFKIDAVRY. The MHC is HLA-A03:01 with pseudo-sequence HLA-A03:01. The binding affinity (normalized) is 0. (6) The peptide sequence is TPSVKVCIV. The MHC is HLA-A68:02 with pseudo-sequence HLA-A68:02. The binding affinity (normalized) is 0.0847.